Task: Predict the reactants needed to synthesize the given product.. Dataset: Full USPTO retrosynthesis dataset with 1.9M reactions from patents (1976-2016) (1) Given the product [CH3:28][C:8]([C:10]1[CH:15]=[CH:14][C:13]([C:16]#[C:17][C:18]2[CH:19]=[CH:20][C:21]([O:24][CH2:25][CH2:26][CH3:27])=[CH:22][CH:23]=2)=[CH:12][CH:11]=1)([CH3:9])[C:7]([OH:29])=[O:6], predict the reactants needed to synthesize it. The reactants are: [OH-].[Li+].OO.C[O:6][C:7](=[O:29])[C:8]([CH3:28])([C:10]1[CH:15]=[CH:14][C:13]([C:16]#[C:17][C:18]2[CH:23]=[CH:22][C:21]([O:24][CH2:25][CH2:26][CH3:27])=[CH:20][CH:19]=2)=[CH:12][CH:11]=1)[CH3:9].S([O-])(O)(=O)=O.[K+]. (2) Given the product [CH2:16]([C:13]1[CH:12]=[CH:11][CH:10]=[C:9]2[C:14]=1[CH2:15][C@@H:6]([NH:5][C:3](=[O:4])[C:2]([F:1])([F:19])[F:18])[CH2:7][O:8]2)[CH3:17], predict the reactants needed to synthesize it. The reactants are: [F:1][C:2]([F:19])([F:18])[C:3]([NH:5][C@@H:6]1[CH2:15][C:14]2[C:9](=[CH:10][CH:11]=[CH:12][C:13]=2[CH:16]=[CH2:17])[O:8][CH2:7]1)=[O:4].[H][H]. (3) Given the product [NH2:14][CH:15]([C:21]1[CH:33]=[CH:32][C:24]([C:25]([OH:27])=[O:26])=[CH:23][CH:22]=1)[C:16]([O:18][CH2:19][CH3:20])=[O:17], predict the reactants needed to synthesize it. The reactants are: C1(C(=[N:14][CH:15]([C:21]2[CH:33]=[CH:32][C:24]([C:25]([O:27]C(C)(C)C)=[O:26])=[CH:23][CH:22]=2)[C:16]([O:18][CH2:19][CH3:20])=[O:17])C2C=CC=CC=2)C=CC=CC=1.Cl. (4) The reactants are: [F:1][C:2]1[CH:7]=[CH:6][C:5]([N:8]2[C:11](=[O:12])[C@H:10]([S:13]SC3C([N+]([O-])=O)=CC=CN=3)[C@H:9]2[C:24]2[CH:38]=[CH:37][C:27]([O:28][CH2:29][C:30]([O:32]C(C)(C)C)=[O:31])=[CH:26][CH:25]=2)=[CH:4][CH:3]=1.C1(P(C2C=CC=CC=2)C2C=CC=CC=2)C=CC=CC=1.Br[CH2:59][C:60]([C:62]1[CH:67]=[CH:66][C:65]([C:68]([CH3:71])([CH3:70])[CH3:69])=[CH:64][CH:63]=1)=[O:61].CCN(CC)CC. Given the product [C:68]([C:65]1[CH:64]=[CH:63][C:62]([C:60](=[O:61])[CH2:59][S:13][C@H:10]2[C:11](=[O:12])[N:8]([C:5]3[CH:6]=[CH:7][C:2]([F:1])=[CH:3][CH:4]=3)[C@@H:9]2[C:24]2[CH:25]=[CH:26][C:27]([O:28][CH2:29][C:30]([OH:32])=[O:31])=[CH:37][CH:38]=2)=[CH:67][CH:66]=1)([CH3:71])([CH3:69])[CH3:70], predict the reactants needed to synthesize it. (5) Given the product [CH2:1]([N:8]1[C:12]([C:13]2[CH:14]=[CH:15][CH:16]=[CH:17][CH:18]=2)=[C:11]([NH:24][C:27](=[O:36])[O:50][CH2:49][CH2:48][Si:47]([CH3:52])([CH3:51])[CH3:46])[CH:10]=[N:9]1)[C:2]1[CH:3]=[CH:4][CH:5]=[CH:6][CH:7]=1, predict the reactants needed to synthesize it. The reactants are: [CH2:1]([N:8]1[C:12]([C:13]2[CH:18]=[CH:17][CH:16]=[CH:15][CH:14]=2)=[C:11](C(O)=O)[CH:10]=[N:9]1)[C:2]1[CH:7]=[CH:6][CH:5]=[CH:4][CH:3]=1.C([N:24]([CH2:27]C)CC)C.C1C=CC(P(N=[N+]=[N-])(C2C=CC=CC=2)=[O:36])=CC=1.[CH3:46][Si:47]([CH3:52])([CH3:51])[CH2:48][CH2:49][OH:50]. (6) Given the product [CH3:1][NH:2][C:3]([C:5]1[CH:10]=[N:9][C:8]([O:11][C:12]2[CH:29]=[CH:28][C:15]3[CH2:16][CH2:17][NH:18][CH2:19][CH2:20][C:14]=3[CH:13]=2)=[CH:7][CH:6]=1)=[O:4], predict the reactants needed to synthesize it. The reactants are: [CH3:1][NH:2][C:3]([C:5]1[CH:6]=[CH:7][C:8]([O:11][C:12]2[CH:29]=[CH:28][C:15]3[CH2:16][CH2:17][N:18](C(OC(C)(C)C)=O)[CH2:19][CH2:20][C:14]=3[CH:13]=2)=[N:9][CH:10]=1)=[O:4].Cl. (7) Given the product [C:15]([O:19][C:20](=[O:21])[NH:6][CH:2]1[CH2:3][CH2:4][CH2:5][CH:1]1[NH2:7])([CH3:18])([CH3:17])[CH3:16], predict the reactants needed to synthesize it. The reactants are: [C@@H:1]1([NH2:7])[CH2:5][CH2:4][CH2:3][C@H:2]1[NH2:6].C(N(CC)CC)C.[C:15]([O:19][C:20](ON=C(C1C=CC=CC=1)C#N)=[O:21])([CH3:18])([CH3:17])[CH3:16].O.